Dataset: CYP3A4 inhibition data for predicting drug metabolism from PubChem BioAssay. Task: Regression/Classification. Given a drug SMILES string, predict its absorption, distribution, metabolism, or excretion properties. Task type varies by dataset: regression for continuous measurements (e.g., permeability, clearance, half-life) or binary classification for categorical outcomes (e.g., BBB penetration, CYP inhibition). Dataset: cyp3a4_veith. (1) The drug is OCCN1CCN(CC/C=C2\c3ccccc3Sc3ccc(C(F)(F)F)cc32)CC1. The result is 1 (inhibitor). (2) The drug is Cn1c(O)c(C(c2ccccn2)c2c(O)n(C)c(=S)n(C)c2=O)c(=O)n(C)c1=S. The result is 1 (inhibitor). (3) The drug is CCN1CCN(S(=O)(=O)c2ccc(Cl)c(C(=O)Nc3nnc(CC(C)C)s3)c2)CC1. The result is 1 (inhibitor). (4) The molecule is N#CCCn1c(=O)c(-c2cccc(C#N)c2)nc2cnc(Oc3ccccc3)nc21. The result is 0 (non-inhibitor). (5) The molecule is NS(=O)(=O)c1cc(C(=O)O)cc(N2CCCC2)c1Oc1ccccc1. The result is 0 (non-inhibitor).